This data is from Reaction yield outcomes from USPTO patents with 853,638 reactions. The task is: Predict the reaction yield, written as a fraction of the theoretical maximum amount of product (1.0 means a 100% yield; for example, 0.34 means a 34% yield). (1) The product is [CH3:24][N:25]([CH3:27])[CH:26]=[N:19][C:4]1[C:3]([C:2]([F:1])([F:20])[F:21])=[CH:8][C:7]([C:9]2[CH:14]=[CH:13][C:12]([C:15]([F:18])([F:17])[F:16])=[CH:11][CH:10]=2)=[CH:6][N:5]=1. The yield is 0.780. The reactants are [F:1][C:2]([F:21])([F:20])[C:3]1[C:4]([NH2:19])=[N:5][CH:6]=[C:7]([C:9]2[CH:14]=[CH:13][C:12]([C:15]([F:18])([F:17])[F:16])=[CH:11][CH:10]=2)[CH:8]=1.CO[CH:24](OC)[N:25]([CH3:27])[CH3:26]. The catalyst is C1(C)C=CC=CC=1. (2) The reactants are Cl[C:2]1[N:7]=[C:6]([NH:8][C:9]2[CH:14]=[CH:13][C:12]3[O:15][CH2:16][CH2:17][O:18][C:11]=3[CH:10]=2)[C:5]([F:19])=[CH:4][N:3]=1.[CH:20](N(CC)C(C)C)(C)C.[CH2:29]([O:33][C:34]1[CH:40]=[CH:39][C:37](N)=[CH:36][CH:35]=1)[CH2:30][CH2:31][CH3:32]. The catalyst is C(O)CO. The product is [CH2:29]([O:33][C:34]1[CH:40]=[CH:39][C:37]([NH:7][C:2]2[CH:20]=[C:6]([NH:8][C:9]3[CH:14]=[CH:13][C:12]4[O:15][CH2:16][CH2:17][O:18][C:11]=4[CH:10]=3)[C:5]([F:19])=[CH:4][N:3]=2)=[CH:36][CH:35]=1)[CH2:30][CH2:31][CH3:32]. The yield is 0.490. (3) The reactants are [F:1][C:2]1[CH:7]=[CH:6][C:5]([N:8]2[C:12]([CH2:13][O:14][C:15]3[CH:16]=[C:17]([C:21]([OH:23])=O)[N:18]([CH3:20])[N:19]=3)=[C:11]([CH3:24])[N:10]=[N:9]2)=[CH:4][CH:3]=1.[CH3:25][C:26]1([NH2:30])[CH2:29][O:28][CH2:27]1. No catalyst specified. The product is [CH3:25][C:26]1([NH:30][C:21]([C:17]2[N:18]([CH3:20])[N:19]=[C:15]([O:14][CH2:13][C:12]3[N:8]([C:5]4[CH:4]=[CH:3][C:2]([F:1])=[CH:7][CH:6]=4)[N:9]=[N:10][C:11]=3[CH3:24])[CH:16]=2)=[O:23])[CH2:29][O:28][CH2:27]1. The yield is 0.950. (4) The reactants are [ClH:1].[CH3:2][C:3]1[C:9]([O:10][CH3:11])=[CH:8][CH:7]=[CH:6][C:4]=1[NH2:5].[C:12](O)(=O)[CH2:13][C:14](O)=O.O(Cl)[Cl:20].[P]. The catalyst is O. The yield is 0.430. The product is [Cl:1][C:14]1[CH:13]=[C:12]([Cl:20])[C:6]2[C:4](=[C:3]([CH3:2])[C:9]([O:10][CH3:11])=[CH:8][CH:7]=2)[N:5]=1. (5) The product is [NH:22]([C:58]([O:60][C:61]([CH3:64])([CH3:63])[CH3:62])=[O:59])[C@H:23]([C:39]([NH:41][C@H:42]([C:55]([NH:1][C@H:2]([C:13]([NH:15][C:16]1[CH:21]=[CH:20][CH:19]=[CH:18][CH:17]=1)=[O:14])[CH2:3][C:4]1[C:12]2[C:7](=[CH:8][CH:9]=[CH:10][CH:11]=2)[NH:6][CH:5]=1)=[O:56])[CH2:43][CH2:44][CH2:45][CH2:46][NH:47][C:48]([O:50][C:51]([CH3:54])([CH3:53])[CH3:52])=[O:49])=[O:40])[CH2:24][C:25]1[CH:30]=[CH:29][C:28]([O:31][CH2:32][C:33]2[CH:38]=[CH:37][CH:36]=[CH:35][CH:34]=2)=[CH:27][CH:26]=1. The yield is 0.630. The catalyst is C(Cl)Cl.CN(C=O)C. The reactants are [NH2:1][C@H:2]([C:13]([NH:15][C:16]1[CH:21]=[CH:20][CH:19]=[CH:18][CH:17]=1)=[O:14])[CH2:3][C:4]1[C:12]2[C:7](=[CH:8][CH:9]=[CH:10][CH:11]=2)[NH:6][CH:5]=1.[NH:22]([C:58]([O:60][C:61]([CH3:64])([CH3:63])[CH3:62])=[O:59])[C@H:23]([C:39]([NH:41][C@H:42]([C:55](O)=[O:56])[CH2:43][CH2:44][CH2:45][CH2:46][NH:47][C:48]([O:50][C:51]([CH3:54])([CH3:53])[CH3:52])=[O:49])=[O:40])[CH2:24][C:25]1[CH:30]=[CH:29][C:28]([O:31][CH2:32][C:33]2[CH:38]=[CH:37][CH:36]=[CH:35][CH:34]=2)=[CH:27][CH:26]=1.C(Cl)CCl.C1C=CC2N(O)N=NC=2C=1.